Dataset: Reaction yield outcomes from USPTO patents with 853,638 reactions. Task: Predict the reaction yield, written as a fraction of the theoretical maximum amount of product (1.0 means a 100% yield; for example, 0.34 means a 34% yield). (1) The reactants are CC(C)([O-])C.[K+].C1OCCOCCOCCOCCOCCOC1.[NH:25]1[CH:29]=[CH:28][CH:27]=[N:26]1.[Br:30][C:31]1[C:40]([CH2:41]Br)=[CH:39][C:38]2[C:37]([CH3:44])([CH3:43])[CH2:36][CH2:35][C:34]([CH3:46])([CH3:45])[C:33]=2[CH:32]=1. The catalyst is O1CCCC1. The product is [Br:30][C:31]1[C:40]([CH2:41][N:25]2[CH:29]=[CH:28][CH:27]=[N:26]2)=[CH:39][C:38]2[C:37]([CH3:44])([CH3:43])[CH2:36][CH2:35][C:34]([CH3:46])([CH3:45])[C:33]=2[CH:32]=1. The yield is 0.480. (2) The reactants are [CH2:1]([N:8]1[CH2:12][C@@H:11]([C@H:13]([OH:16])CO)[CH2:10][C:9]1=[O:17])[C:2]1[CH:7]=[CH:6][CH:5]=[CH:4][CH:3]=1. The catalyst is CO.O. The product is [CH2:1]([N:8]1[C:9](=[O:17])[CH2:10][C@H:11]([CH:13]=[O:16])[CH2:12]1)[C:2]1[CH:3]=[CH:4][CH:5]=[CH:6][CH:7]=1. The yield is 1.00.